Dataset: Retrosynthesis with 50K atom-mapped reactions and 10 reaction types from USPTO. Task: Predict the reactants needed to synthesize the given product. (1) Given the product O=C(c1cc([N+](=O)[O-])ccc1N1CCOCC1)N1CCN(c2ccc(F)cc2Cl)CC1, predict the reactants needed to synthesize it. The reactants are: Fc1ccc(N2CCNCC2)c(Cl)c1.O=C(Cl)c1cc([N+](=O)[O-])ccc1N1CCOCC1. (2) Given the product COc1ccc(Cl)c(NCc2cc(-c3cccc(F)c3)ccc2F)c1Cl, predict the reactants needed to synthesize it. The reactants are: COc1ccc(Cl)c(NC(=O)c2cc(-c3cccc(F)c3)ccc2F)c1Cl. (3) Given the product CC(C)(C)OC(=O)N1CCC(CNC(=O)[C@H](CO)NC(=O)c2ccc(S(=O)(=O)Nc3ccccc3Oc3ccccc3)cc2)CC1, predict the reactants needed to synthesize it. The reactants are: CC(C)(C)OC(=O)N1CCC(CN)CC1.O=C(N[C@@H](CO)C(=O)O)c1ccc(S(=O)(=O)Nc2ccccc2Oc2ccccc2)cc1. (4) Given the product CC1CCN(c2nc(C(F)(F)F)ccc2CNC(=O)C(C)c2ccc(CN)c(Cl)c2)CC1, predict the reactants needed to synthesize it. The reactants are: CC1CCN(c2nc(C(F)(F)F)ccc2CNC(=O)C(C)c2ccc(CNC(=O)OC(C)(C)C)c(Cl)c2)CC1. (5) Given the product O=C(O)[C@@H]1CCCN1S(=O)(=O)c1cnc(NC(=O)N(CC2CCCC2)c2ccc(F)c(F)c2)s1, predict the reactants needed to synthesize it. The reactants are: COC(=O)[C@@H]1CCCN1S(=O)(=O)c1cnc(NC(=O)N(CC2CCCC2)c2ccc(F)c(F)c2)s1. (6) Given the product Cc1cc(C(F)(F)F)ccc1S(=O)(=O)N1CCN2C(=O)c3cccnc3C2C1, predict the reactants needed to synthesize it. The reactants are: O=C([O-])[O-].O=C1c2cccnc2C2CN(S(=O)(=O)c3ccc(C(F)(F)F)cc3Br)CCN12. (7) Given the product CCCC[C@]1(CC)CS(=O)(=O)c2cc(CNCC(=O)OC(C)(C)C)c(OC)cc2[C@H](c2ccccc2)N1, predict the reactants needed to synthesize it. The reactants are: CC(C)(C)OC(=O)CN.CCCC[C@]1(CC)CS(=O)(=O)c2cc(C=O)c(OC)cc2[C@H](c2ccccc2)N1. (8) Given the product Cc1ccc2c(N3CCN(CCc4c(F)ccc(Br)c4O)CC3)cccc2n1, predict the reactants needed to synthesize it. The reactants are: Cc1ccc2c(N3CCNCC3)cccc2n1.O=CCc1c(F)ccc(Br)c1O. (9) Given the product COC(=O)c1c(Oc2nc(OC)cc(OC)n2)ccc2ocnc12, predict the reactants needed to synthesize it. The reactants are: COC(=O)c1c(O)ccc2ocnc12.COc1cc(OC)nc(Cl)n1.